From a dataset of Peptide-MHC class II binding affinity with 134,281 pairs from IEDB. Regression. Given a peptide amino acid sequence and an MHC pseudo amino acid sequence, predict their binding affinity value. This is MHC class II binding data. (1) The binding affinity (normalized) is 0.764. The MHC is DRB1_1001 with pseudo-sequence DRB1_1001. The peptide sequence is AFKVDATAANAAPAN. (2) The peptide sequence is LREVKTIKVFTTVDN. The MHC is DRB1_0101 with pseudo-sequence DRB1_0101. The binding affinity (normalized) is 0.448. (3) The peptide sequence is PCLFMRTVSHVILHG. The MHC is DRB4_0101 with pseudo-sequence DRB4_0103. The binding affinity (normalized) is 0.347. (4) The MHC is HLA-DPA10201-DPB10501 with pseudo-sequence HLA-DPA10201-DPB10501. The peptide sequence is EKYYFAATQFEPLAA. The binding affinity (normalized) is 0.800. (5) The peptide sequence is GMLQIVDKIDAAFKI. The MHC is DRB1_1201 with pseudo-sequence DRB1_1201. The binding affinity (normalized) is 0.715. (6) The peptide sequence is TTEEQKLIEDINVGF. The MHC is HLA-DQA10102-DQB10602 with pseudo-sequence HLA-DQA10102-DQB10602. The binding affinity (normalized) is 0.163. (7) The peptide sequence is SLQYLALVALVAPKK. The MHC is HLA-DQA10102-DQB10602 with pseudo-sequence HLA-DQA10102-DQB10602. The binding affinity (normalized) is 0.626.